Predict the reactants needed to synthesize the given product. From a dataset of Full USPTO retrosynthesis dataset with 1.9M reactions from patents (1976-2016). (1) Given the product [NH:10]1[C:11]2[CH:16]=[CH:15][CH:14]=[CH:13][C:12]=2[N:8]=[C:9]1[C:17]1[C:25]2[C:20](=[CH:21][CH:22]=[C:23]([NH:26][C:27](=[O:35])[C:28]3[CH:33]=[CH:32][CH:31]=[C:30]([F:34])[CH:29]=3)[CH:24]=2)[NH:19][N:18]=1, predict the reactants needed to synthesize it. The reactants are: C(O)(C(F)(F)F)=O.[NH:8]1[C:12]2[CH:13]=[CH:14][CH:15]=[CH:16][C:11]=2[N:10]=[C:9]1[C:17]1[C:25]2[C:20](=[CH:21][CH:22]=[C:23]([NH:26][C:27](=[O:35])[C:28]3[CH:33]=[CH:32][CH:31]=[C:30]([F:34])[CH:29]=3)[CH:24]=2)[N:19](C2CCCCO2)[N:18]=1. (2) Given the product [CH2:1]([O:8][C:9]1[C:14]([C:15](=[O:16])[NH:17][CH2:18][C:19]2[CH:20]=[CH:21][C:22]([F:25])=[CH:23][CH:24]=2)=[CH:13][N:12]=[C:11]([C:26]([O:30][CH3:39])=[O:27])[C:10]=1[O:28][CH3:29])[C:2]1[CH:7]=[CH:6][CH:5]=[CH:4][CH:3]=1, predict the reactants needed to synthesize it. The reactants are: [CH2:1]([O:8][C:9]1[C:14]([C:15]([NH:17][CH2:18][C:19]2[CH:24]=[CH:23][C:22]([F:25])=[CH:21][CH:20]=2)=[O:16])=[CH:13][N:12]=[C:11]([CH:26]=[O:27])[C:10]=1[O:28][CH3:29])[C:2]1[CH:7]=[CH:6][CH:5]=[CH:4][CH:3]=1.[OH-:30].[K+].II.S([O-])(O)=O.[Na+].[CH3:39]O.